This data is from Catalyst prediction with 721,799 reactions and 888 catalyst types from USPTO. The task is: Predict which catalyst facilitates the given reaction. (1) Reactant: [OH:1][CH:2]([CH3:12])[CH2:3][NH:4][C:5](=[O:11])[O:6][C:7]([CH3:10])([CH3:9])[CH3:8].CCN(CC)CC.[CH3:20][S:21](Cl)(=[O:23])=[O:22]. Product: [CH3:20][S:21]([O:1][CH:2]([CH3:12])[CH2:3][NH:4][C:5]([O:6][C:7]([CH3:8])([CH3:10])[CH3:9])=[O:11])(=[O:23])=[O:22]. The catalyst class is: 2. (2) Reactant: Br[C:2]1[CH:7]=[CH:6][C:5]([S:8]([NH:11][C:12]2[CH:17]=[CH:16][CH:15]=[C:14]([CH2:18][N:19]([CH3:21])[CH3:20])[CH:13]=2)(=[O:10])=[O:9])=[CH:4][CH:3]=1.[N:22]1[CH:27]=[C:26](B(O)O)[CH:25]=[N:24][CH:23]=1.C([O-])([O-])=O.[Na+].[Na+]. Product: [CH3:20][N:19]([CH2:18][C:14]1[CH:13]=[C:12]([NH:11][S:8]([C:5]2[CH:6]=[CH:7][C:2]([C:23]3[N:24]=[CH:25][CH:26]=[CH:27][N:22]=3)=[CH:3][CH:4]=2)(=[O:10])=[O:9])[CH:17]=[CH:16][CH:15]=1)[CH3:21]. The catalyst class is: 438. (3) Reactant: [Br:1][C:2]1[CH:3]=[C:4]2[O:8][C:7]([C:9]3[CH:14]=[CH:13][C:12]([CH3:15])=[CH:11][CH:10]=3)=[N:6][C:5]2=[C:16]([C:18]([OH:20])=O)[CH:17]=1.Cl.Cl.[NH2:23][CH:24]1[CH2:31][CH:30]2[N:32]([CH3:33])[CH:26]([CH2:27][CH2:28][CH2:29]2)[CH2:25]1.ON1C2C=CC=CC=2N=N1.Cl.C(N=C=NCCCN(C)C)C.C(N(CC)CC)C. Product: [CH3:33][N:32]1[CH:26]2[CH2:27][CH2:28][CH2:29][CH:30]1[CH2:31][CH:24]([NH:23][C:18]([C:16]1[CH:17]=[C:2]([Br:1])[CH:3]=[C:4]3[O:8][C:7]([C:9]4[CH:10]=[CH:11][C:12]([CH3:15])=[CH:13][CH:14]=4)=[N:6][C:5]=13)=[O:20])[CH2:25]2. The catalyst class is: 39. (4) Reactant: [Br:1][C:2]1[C:6]2[N:7]=[CH:8][N:9]=[C:10]([Cl:11])[C:5]=2[S:4][CH:3]=1.O.[NH2:13][NH2:14]. Product: [ClH:11].[Br:1][C:2]1[C:6]2[N:7]=[CH:8][N:9]=[C:10]([NH:13][NH2:14])[C:5]=2[S:4][CH:3]=1. The catalyst class is: 8. (5) Reactant: [F:1][C:2]1[C:3]([O:24][CH3:25])=[C:4]([C:8](=[CH:21][CH2:22][CH3:23])[CH2:9][C:10]([OH:20])([C:16]([F:19])([F:18])[F:17])[C:11]([O:13][CH2:14][CH3:15])=[O:12])[CH:5]=[CH:6][CH:7]=1.[H][H]. Product: [F:1][C:2]1[C:3]([O:24][CH3:25])=[C:4]([CH:8]([CH2:21][CH2:22][CH3:23])[CH2:9][C:10]([OH:20])([C:16]([F:19])([F:18])[F:17])[C:11]([O:13][CH2:14][CH3:15])=[O:12])[CH:5]=[CH:6][CH:7]=1. The catalyst class is: 19. (6) Reactant: Cl[C:2]1[N:3]=[CH:4][C:5]([C:8]#[N:9])=[N:6][CH:7]=1.[NH2:10][C@H:11]1[C:20]2[C:15](=[CH:16][CH:17]=[C:18]([C:21]3[CH2:22][CH2:23][O:24][CH2:25][CH:26]=3)[CH:19]=2)[N:14]([C:27](=[O:29])[CH3:28])[C@@H:13]([CH:30]2[CH2:32][CH2:31]2)[C@@H:12]1[CH3:33].CCN(C(C)C)C(C)C. Product: [C:27]([N:14]1[C:15]2[C:20](=[CH:19][C:18]([C:21]3[CH2:22][CH2:23][O:24][CH2:25][CH:26]=3)=[CH:17][CH:16]=2)[C@H:11]([NH:10][C:2]2[N:3]=[CH:4][C:5]([C:8]#[N:9])=[N:6][CH:7]=2)[C@@H:12]([CH3:33])[C@@H:13]1[CH:30]1[CH2:32][CH2:31]1)(=[O:29])[CH3:28]. The catalyst class is: 60. (7) Reactant: [F:1][C:2]1[C:3]([O:11][CH2:12][C:13]2[CH:18]=[CH:17][CH:16]=[CH:15][CH:14]=2)=[C:4]([C:8](=[NH:10])[NH2:9])[CH:5]=[CH:6][CH:7]=1.C[O-].[Na+].[C:22]([CH:25]([CH2:30][CH:31]([CH3:33])[CH3:32])[C:26](OC)=[O:27])(=O)[CH3:23]. Product: [F:1][C:2]1[C:3]([O:11][CH2:12][C:13]2[CH:18]=[CH:17][CH:16]=[CH:15][CH:14]=2)=[C:4]([C:8]2[NH:9][C:22]([CH3:23])=[C:25]([CH2:30][CH:31]([CH3:33])[CH3:32])[C:26](=[O:27])[N:10]=2)[CH:5]=[CH:6][CH:7]=1. The catalyst class is: 71. (8) Reactant: [CH2:1]([O:3][C:4]([C:6]1[C:10]([CH3:11])=[CH:9][NH:8][C:7]=1[CH2:12][C:13]([OH:15])=O)=[O:5])[CH3:2].[NH2:16][CH2:17][C:18]1([OH:25])[CH2:23][CH2:22][N:21]([CH3:24])[CH2:20][CH2:19]1.Cl.C(N=C=NCCCN(C)C)C.ON1C2C=CC=CC=2N=N1. Product: [CH2:1]([O:3][C:4]([C:6]1[C:10]([CH3:11])=[CH:9][NH:8][C:7]=1[CH2:12][C:13](=[O:15])[NH:16][CH2:17][C:18]1([OH:25])[CH2:23][CH2:22][N:21]([CH3:24])[CH2:20][CH2:19]1)=[O:5])[CH3:2]. The catalyst class is: 139. (9) Reactant: [C:1](N1C=CN=C1)(N1C=CN=C1)=[O:2].[OH:13][CH2:14][C:15]12[CH2:24][CH:19]3[CH2:20][CH:21]([CH2:23][CH:17]([CH2:18]3)[CH2:16]1)[CH2:22]2.[NH2:25][C@@H:26]([CH2:34][C:35]1[CH:40]=[CH:39][C:38]([O:41][CH2:42][CH2:43][CH2:44][C:45]([O:47][CH2:48][CH3:49])=[O:46])=[CH:37][CH:36]=1)[C:27]([O:29][C:30]([CH3:33])([CH3:32])[CH3:31])=[O:28].C(N(C(C)C)CC)(C)C. Product: [C:15]12([CH2:14][O:13][C:1]([NH:25][C@@H:26]([CH2:34][C:35]3[CH:36]=[CH:37][C:38]([O:41][CH2:42][CH2:43][CH2:44][C:45]([O:47][CH2:48][CH3:49])=[O:46])=[CH:39][CH:40]=3)[C:27]([O:29][C:30]([CH3:32])([CH3:33])[CH3:31])=[O:28])=[O:2])[CH2:24][CH:19]3[CH2:18][CH:17]([CH2:23][CH:21]([CH2:20]3)[CH2:22]1)[CH2:16]2. The catalyst class is: 54.